Dataset: Catalyst prediction with 721,799 reactions and 888 catalyst types from USPTO. Task: Predict which catalyst facilitates the given reaction. (1) Reactant: [CH2:1]([O:8][C:9]([NH:11][CH:12]([CH2:20][NH:21][C:22]1[C:27]([CH3:28])=[C:26]([N:29]2[CH2:34][CH2:33][CH:32]([C:35]3[CH:40]=[CH:39][CH:38]=[C:37]([N:41]4C(C)=CC=C4C)[N:36]=3)[CH2:31][CH2:30]2)[N:25]=[CH:24][N:23]=1)[C:13]([O:15][C:16]([CH3:19])([CH3:18])[CH3:17])=[O:14])=[O:10])[C:2]1[CH:7]=[CH:6][CH:5]=[CH:4][CH:3]=1.Cl.NO. Product: [NH2:41][C:37]1[N:36]=[C:35]([CH:32]2[CH2:31][CH2:30][N:29]([C:26]3[N:25]=[CH:24][N:23]=[C:22]([NH:21][CH2:20][CH:12]([NH:11][C:9]([O:8][CH2:1][C:2]4[CH:3]=[CH:4][CH:5]=[CH:6][CH:7]=4)=[O:10])[C:13]([O:15][C:16]([CH3:19])([CH3:18])[CH3:17])=[O:14])[C:27]=3[CH3:28])[CH2:34][CH2:33]2)[CH:40]=[CH:39][CH:38]=1. The catalyst class is: 40. (2) Reactant: [CH3:1][O:2][C:3](=[O:15])[C:4]1[CH:9]=[C:8]([O:10][CH:11]([CH3:13])[CH3:12])[CH:7]=[C:6]([OH:14])[CH:5]=1.C1(P(C2C=CC=CC=2)C2C=CC=CC=2)C=CC=CC=1.[S:35]1[CH:39]=[CH:38][C:37]([CH2:40][CH2:41]O)=[CH:36]1.CC(OC(/N=N/C(OC(C)C)=O)=O)C. Product: [CH3:1][O:2][C:3](=[O:15])[C:4]1[CH:5]=[C:6]([O:14][CH2:41][CH2:40][C:37]2[CH:38]=[CH:39][S:35][CH:36]=2)[CH:7]=[C:8]([O:10][CH:11]([CH3:13])[CH3:12])[CH:9]=1. The catalyst class is: 1. (3) Reactant: C([Li])CCC.Br[C:7]1[CH:12]=[CH:11][CH:10]=[CH:9][C:8]=1[NH:13][C:14]([CH:16]1[CH2:21][CH2:20][N:19]([CH3:22])[CH2:18][CH2:17]1)=O.[F:23][C:24]1[CH:31]=[CH:30][CH:29]=[CH:28][C:25]=1[C:26]#[N:27]. Product: [F:23][C:24]1[CH:31]=[CH:30][CH:29]=[CH:28][C:25]=1[C:26]1[C:7]2[C:8](=[CH:9][CH:10]=[CH:11][CH:12]=2)[N:13]=[C:14]([CH:16]2[CH2:21][CH2:20][N:19]([CH3:22])[CH2:18][CH2:17]2)[N:27]=1. The catalyst class is: 28. (4) Reactant: [CH3:1][O:2][CH2:3][CH2:4][NH:5][S:6]([C:9]1[C:14]([Cl:15])=[CH:13][CH:12]=[C:11]([NH2:16])[C:10]=1[OH:17])(=[O:8])=[O:7].[Cl:18][C:19]1[C:24]([Cl:25])=[CH:23][CH:22]=[CH:21][C:20]=1[N:26]=[C:27]=[O:28]. Product: [Cl:15][C:14]1[CH:13]=[CH:12][C:11]([NH:16][C:27]([NH:26][C:20]2[CH:21]=[CH:22][CH:23]=[C:24]([Cl:25])[C:19]=2[Cl:18])=[O:28])=[C:10]([OH:17])[C:9]=1[S:6]([NH:5][CH2:4][CH2:3][O:2][CH3:1])(=[O:8])=[O:7]. The catalyst class is: 42. (5) Reactant: [I:1][C:2]1[CH:3]=[C:4]([C:8]2[N:9]=[N:10][N:11]([CH2:13][CH2:14][CH2:15][OH:16])[N:12]=2)[CH:5]=[CH:6][CH:7]=1.[CH3:17][S:18](Cl)(=[O:20])=[O:19]. Product: [I:1][C:2]1[CH:3]=[C:4]([C:8]2[N:9]=[N:10][N:11]([CH2:13][CH2:14][CH2:15][O:16][S:18]([CH3:17])(=[O:20])=[O:19])[N:12]=2)[CH:5]=[CH:6][CH:7]=1. The catalyst class is: 2. (6) Product: [CH3:17][C:12]1[CH:11]=[C:10]([CH:15]=[C:14]([CH3:16])[CH:13]=1)[C:9]([N:7]([C@H:4]([CH2:5][CH3:6])[C:2]([CH3:1])([CH3:3])[CH3:19])[NH:8][C:29]([C:28]1[CH:32]=[CH:33][C:34]([B:36]([OH:40])[OH:37])=[CH:35][C:27]=1[F:26])=[O:30])=[O:18]. Reactant: [CH3:1][C:2]([CH3:19])([C@H:4]([N:7]([C:9](=[O:18])[C:10]1[CH:15]=[C:14]([CH3:16])[CH:13]=[C:12]([CH3:17])[CH:11]=1)[NH2:8])[CH2:5][CH3:6])[CH3:3].C(=O)([O-])[O-].[K+].[K+].[F:26][C:27]1[CH:35]=[C:34]([B:36]2[O:40]C(C)(C)C(C)(C)[O:37]2)[CH:33]=[CH:32][C:28]=1[C:29](Cl)=[O:30]. The catalyst class is: 34. (7) Reactant: C([O-])=O.[NH4+].[CH2:5]([O:7][C:8]([C:10]1[CH:14]=[C:13]([C:15]2[CH:20]=[CH:19][C:18]([CH3:21])=[CH:17][N:16]=2)[N:12]([C:22]2[N:23]=[N:24][C:25](Cl)=[CH:26][CH:27]=2)[N:11]=1)=[O:9])[CH3:6]. Product: [CH2:5]([O:7][C:8]([C:10]1[CH:14]=[C:13]([C:15]2[CH:20]=[CH:19][C:18]([CH3:21])=[CH:17][N:16]=2)[N:12]([C:22]2[N:23]=[N:24][CH:25]=[CH:26][CH:27]=2)[N:11]=1)=[O:9])[CH3:6]. The catalyst class is: 178.